Dataset: Forward reaction prediction with 1.9M reactions from USPTO patents (1976-2016). Task: Predict the product of the given reaction. (1) Given the reactants [C:1]1([C:7]2[N:8]=[C:9]([C:18]3[C:22]([NH:23][C:24](=[O:33])[C:25]4[C:30]([F:31])=[CH:29][CH:28]=[CH:27][C:26]=4[F:32])=[CH:21][NH:20][N:19]=3)[NH:10][C:11]=2[C:12]2C=CC=CC=2)[CH:6]=[CH:5][CH:4]=[CH:3][CH:2]=1.C1(C(=O)C(=O)C)C=CC=CC=1, predict the reaction product. The product is: [F:32][C:26]1[CH:27]=[CH:28][CH:29]=[C:30]([F:31])[C:25]=1[C:24]([NH:23][C:22]1[C:18]([C:9]2[NH:8][C:7]([C:1]3[CH:6]=[CH:5][CH:4]=[CH:3][CH:2]=3)=[C:11]([CH3:12])[N:10]=2)=[N:19][NH:20][CH:21]=1)=[O:33]. (2) Given the reactants [OH-].[Na+].[F:3][C:4]1[CH:5]=[C:6]2[C:10](=[CH:11][CH:12]=1)[N:9]([CH3:13])[C:8]([C:14]([O:16]CC)=O)=[CH:7]2.[CH3:19][N:20]1C2C(=CC=CC=2)C=C1C(OCC)=O, predict the reaction product. The product is: [CH3:19][NH:20][C:14]([C:8]1[N:9]([CH3:13])[C:10]2[C:6]([CH:7]=1)=[CH:5][C:4]([F:3])=[CH:12][CH:11]=2)=[O:16]. (3) Given the reactants [F:1][C:2]1[CH:7]=[CH:6][CH:5]=[C:4]([O:8][CH2:9][CH:10]2[CH2:12][O:11]2)[C:3]=1[OH:13].[OH-].[K+], predict the reaction product. The product is: [F:1][C:2]1[C:3]2[O:13][C@@H:10]([CH2:12][OH:11])[CH2:9][O:8][C:4]=2[CH:5]=[CH:6][CH:7]=1. (4) Given the reactants [NH2:1][C:2]1[N:3]=[CH:4][C:5]([C:8]2[C:9]([F:19])=[C:10]([OH:18])[C:11]([CH:14]3[CH2:17][CH2:16][CH2:15]3)=[CH:12][CH:13]=2)=[N:6][CH:7]=1.Br[CH2:21][C:22]1[CH:27]=[CH:26][CH:25]=[C:24]([F:28])[CH:23]=1, predict the reaction product. The product is: [CH:14]1([C:11]2[CH:12]=[CH:13][C:8]([C:5]3[N:6]=[CH:7][C:2]([NH2:1])=[N:3][CH:4]=3)=[C:9]([F:19])[C:10]=2[O:18][CH2:21][C:22]2[CH:27]=[CH:26][CH:25]=[C:24]([F:28])[CH:23]=2)[CH2:15][CH2:16][CH2:17]1. (5) Given the reactants Cl.[NH2:2][CH2:3][C:4]([O:6][CH2:7][CH3:8])=[O:5].C(N(CC)CC)C.[F:16][C:17]([F:29])([F:28])[C:18]1[CH:26]=[C:25]([F:27])[CH:24]=[CH:23][C:19]=1[C:20](Cl)=[O:21], predict the reaction product. The product is: [F:27][C:25]1[CH:24]=[CH:23][C:19]([C:20]([NH:2][CH2:3][C:4]([O:6][CH2:7][CH3:8])=[O:5])=[O:21])=[C:18]([C:17]([F:16])([F:28])[F:29])[CH:26]=1. (6) Given the reactants Cl[C:2]1[CH:7]=[C:6]([CH3:8])[N:5]=[C:4]([CH3:9])[C:3]=1[N+:10]([O-:12])=[O:11].[NH2:13][C:14]1[CH:19]=[CH:18][C:17]([CH2:20][CH2:21][OH:22])=[CH:16][CH:15]=1, predict the reaction product. The product is: [CH3:9][C:4]1[C:3]([N+:10]([O-:12])=[O:11])=[C:2]([NH:13][C:14]2[CH:19]=[CH:18][C:17]([CH2:20][CH2:21][OH:22])=[CH:16][CH:15]=2)[CH:7]=[C:6]([CH3:8])[N:5]=1. (7) Given the reactants [C:1]1([CH2:7][CH2:8][CH2:9][CH2:10][CH2:11][CH2:12][CH2:13]O)[CH:6]=[CH:5][CH:4]=[CH:3][CH:2]=1.C(Br)(Br)(Br)[Br:16].C1(P(C2C=CC=CC=2)C2C=CC=CC=2)C=CC=CC=1.CCOC(C)=O, predict the reaction product. The product is: [Br:16][CH2:13][CH2:12][CH2:11][CH2:10][CH2:9][CH2:8][CH2:7][C:1]1[CH:6]=[CH:5][CH:4]=[CH:3][CH:2]=1. (8) Given the reactants Cl.[CH:2]1([CH2:8][CH2:9][NH:10][NH:11][C:12]([NH2:14])=[NH:13])[CH2:7][CH2:6][CH2:5][CH2:4][CH2:3]1.[CH3:15][O:16][C:17]1[CH:27]=[C:26]([CH3:28])[C:25]([O:29][CH3:30])=[CH:24][C:18]=1[C:19](OCC)=O.C[O-].[Na+], predict the reaction product. The product is: [CH:2]1([CH2:8][CH2:9][N:10]2[C:19]([C:18]3[CH:24]=[C:25]([O:29][CH3:30])[C:26]([CH3:28])=[CH:27][C:17]=3[O:16][CH3:15])=[N:13][C:12]([NH2:14])=[N:11]2)[CH2:3][CH2:4][CH2:5][CH2:6][CH2:7]1. (9) Given the reactants [C:1]([O:5][C:6]([N:8]1[CH2:23][CH2:22][N:11]2[C:12]3[CH:13]=[CH:14][CH:15]=[CH:16][C:17]=3[C:18]([C:19]([OH:21])=O)=[C:10]2[CH2:9]1)=[O:7])([CH3:4])([CH3:3])[CH3:2].[CH3:24][O:25][C:26]1[CH:31]=[CH:30][CH:29]=[CH:28][C:27]=1[CH:32]1[CH2:37][CH2:36][NH:35][CH2:34][CH2:33]1.ON1C2C=CC=CC=2N=N1.Cl.CN(C)CCCN=C=NCC, predict the reaction product. The product is: [C:1]([O:5][C:6]([N:8]1[CH2:23][CH2:22][N:11]2[C:12]3[CH:13]=[CH:14][CH:15]=[CH:16][C:17]=3[C:18]([C:19]([N:35]3[CH2:36][CH2:37][CH:32]([C:27]4[CH:28]=[CH:29][CH:30]=[CH:31][C:26]=4[O:25][CH3:24])[CH2:33][CH2:34]3)=[O:21])=[C:10]2[CH2:9]1)=[O:7])([CH3:3])([CH3:4])[CH3:2].